Dataset: Full USPTO retrosynthesis dataset with 1.9M reactions from patents (1976-2016). Task: Predict the reactants needed to synthesize the given product. (1) Given the product [CH2:1]([O:8][C:9]1[C:10](=[O:20])[C:11]([Cl:19])=[CH:12][N:13]([CH3:15])[CH:14]=1)[C:2]1[CH:3]=[CH:4][CH:5]=[CH:6][CH:7]=1, predict the reactants needed to synthesize it. The reactants are: [CH2:1]([O:8][C:9]1[C:10](=[O:20])[C:11]([Cl:19])=[C:12](C(O)=O)[N:13]([CH3:15])[CH:14]=1)[C:2]1[CH:7]=[CH:6][CH:5]=[CH:4][CH:3]=1. (2) Given the product [Cl:1][C:2]1[CH:6]=[CH:5][S:4][C:3]=1[C:7]([CH3:8])([CH3:10])[C:17]#[N:15], predict the reactants needed to synthesize it. The reactants are: [Cl:1][C:2]1[CH:6]=[CH:5][S:4][C:3]=1[CH2:7][C:8]#N.[CH3:10]I.[H-].[Na+].C[N:15]([CH:17]=O)C.